The task is: Predict the reactants needed to synthesize the given product.. This data is from Retrosynthesis with 50K atom-mapped reactions and 10 reaction types from USPTO. (1) Given the product COc1ccc(-c2cc3c4c(c2)[C@@H]2CNCC[C@@H]2N4CCSC3)c(C)c1, predict the reactants needed to synthesize it. The reactants are: COc1ccc(-c2cc3c4c(c2)[C@@H]2CN(C(=O)OC(C)(C)C)CC[C@@H]2N4CCSC3)c(C)c1. (2) Given the product CCOC(=O)C=Cc1ccc(C(F)(F)F)nc1-c1ccccc1, predict the reactants needed to synthesize it. The reactants are: CCOC(=O)C=Cc1ccc(C(F)(F)F)nc1Cl.OB(O)c1ccccc1. (3) Given the product CC(C)c1ccc2c(Nc3cccc(C(=O)Nc4ccc(Sc5ccc(N)cc5)c(Nc5ncnc6nc(C(C)C)ccc56)c4)c3)ncnc2n1, predict the reactants needed to synthesize it. The reactants are: CC(C)c1ccc2c(Nc3cccc(C(=O)Nc4ccc(Sc5ccc(NC(=O)OC(C)(C)C)cc5)c(Nc5ncnc6nc(C(C)C)ccc56)c4)c3)ncnc2n1. (4) Given the product CSc1ccc(OC(C)c2ccnc3ncnn23)cc1, predict the reactants needed to synthesize it. The reactants are: CC(Br)c1ccnc2ncnn12.CSc1ccc(O)cc1. (5) Given the product CC(Oc1ccc(CNC(=O)c2cccnc2Oc2ccc3c(c2)OCO3)c(F)c1)c1nnn[nH]1, predict the reactants needed to synthesize it. The reactants are: CC(C#N)Oc1ccc(CNC(=O)c2cccnc2Oc2ccc3c(c2)OCO3)c(F)c1.C[Si](C)(C)N=[N+]=[N-]. (6) Given the product CCC(C(=O)O)c1ccc2c(=O)c3ccccc3ccc2c1, predict the reactants needed to synthesize it. The reactants are: CCC(C(=O)OC)c1ccc2c(=O)c3ccccc3ccc2c1. (7) Given the product CC1(C)OC(=O)Nc2cc(N)c(N)cc21, predict the reactants needed to synthesize it. The reactants are: CC1(C)OC(=O)Nc2cc([N+](=O)[O-])c(N)cc21. (8) Given the product N#CCc1ccc(CN2CCC(c3ccccc3)CC2)cc1, predict the reactants needed to synthesize it. The reactants are: N#CCc1ccc(CBr)cc1.c1ccc(C2CCNCC2)cc1. (9) Given the product Cc1[nH]c(Cc2ccccc2)nc1C=O, predict the reactants needed to synthesize it. The reactants are: Cc1[nH]c(Cc2ccccc2)nc1CO. (10) Given the product CNC(=O)Oc1ccc(C[C@H](NC(=O)O[C@H]2CO[C@H]3OCC[C@@H]23)[C@H](O)CN(CC(C)C)S(=O)(=O)c2ccc3c(c2)OCO3)cc1, predict the reactants needed to synthesize it. The reactants are: CC(C)CN(C[C@@H](O)[C@H](Cc1ccc(O)cc1)NC(=O)O[C@H]1CO[C@H]2OCC[C@@H]12)S(=O)(=O)c1ccc2c(c1)OCO2.CN=C=O.